Dataset: Reaction yield outcomes from USPTO patents with 853,638 reactions. Task: Predict the reaction yield, written as a fraction of the theoretical maximum amount of product (1.0 means a 100% yield; for example, 0.34 means a 34% yield). (1) The reactants are [NH:1]1[C:5]2[CH:6]=[CH:7][CH:8]=[C:9]([CH2:10][OH:11])[C:4]=2[N:3]=[CH:2]1.C(=O)(O)[O-].[Na+].[O:17](C(OC(C)(C)C)=O)[C:18]([O:20][C:21]([CH3:24])([CH3:23])[CH3:22])=O. The catalyst is CC#N.O.CCOC(C)=O. The product is [C:21]([O:20][C:18]([N:1]1[C:5]2[CH:6]=[CH:7][CH:8]=[C:9]([CH2:10][OH:11])[C:4]=2[N:3]=[CH:2]1)=[O:17])([CH3:24])([CH3:23])[CH3:22]. The yield is 0.850. (2) The reactants are [N:1]12[CH2:9][CH2:8][CH:5]([CH2:6][CH2:7]1)[NH:4][C:3](=O)[CH2:2]2.O1CCOCC1. The catalyst is O. The product is [N:1]12[CH2:9][CH2:8][CH:5]([CH2:6][CH2:7]1)[NH:4][CH2:3][CH2:2]2. The yield is 0.780. (3) The reactants are Br[C:2]1[C:3]2[C:8]([C:9]3[NH:10][S:11](=[O:25])(=[O:24])[N:12]([CH3:23])[CH:13]([C:16]4[CH:21]=[CH:20][C:19]([F:22])=[CH:18][CH:17]=4)[C:14]=3[CH:15]=1)=[N:7][CH:6]=[CH:5][CH:4]=2.C1(P(C2C=CC=CC=2)CCCP(C2C=CC=CC=2)C2C=CC=CC=2)C=CC=CC=1.C([O-])([O-])=O.[K+].[K+].[CH2:61]([O:65]C=C)[CH2:62]CC.Cl. The catalyst is C1COCC1.C(Cl)Cl.CC([O-])=O.CC([O-])=O.[Pd+2]. The product is [F:22][C:19]1[CH:18]=[CH:17][C:16]([CH:13]2[C:14]3[CH:15]=[C:2]([C:61](=[O:65])[CH3:62])[C:3]4[C:8](=[N:7][CH:6]=[CH:5][CH:4]=4)[C:9]=3[NH:10][S:11](=[O:24])(=[O:25])[N:12]2[CH3:23])=[CH:21][CH:20]=1. The yield is 0.150. (4) The reactants are [CH3:1][O:2][C:3]1[CH:4]=[C:5]2[C:10](=[CH:11][CH:12]=1)[NH:9][C:8](=O)[CH:7]=[N:6]2.COC1C=C2C(N=CC(=O)N2)=CC=1.P(Cl)(Cl)([Cl:29])=O. No catalyst specified. The product is [Cl:29][C:8]1[CH:7]=[N:6][C:5]2[C:10](=[CH:11][CH:12]=[C:3]([O:2][CH3:1])[CH:4]=2)[N:9]=1. The yield is 0.350.